Dataset: Cav3 T-type calcium channel HTS with 100,875 compounds. Task: Binary Classification. Given a drug SMILES string, predict its activity (active/inactive) in a high-throughput screening assay against a specified biological target. The compound is O(c1cc2C3N(C(Cc2cc1O)c1c(C3)cc(OC)c(O)c1)C)C. The result is 0 (inactive).